This data is from Reaction yield outcomes from USPTO patents with 853,638 reactions. The task is: Predict the reaction yield, written as a fraction of the theoretical maximum amount of product (1.0 means a 100% yield; for example, 0.34 means a 34% yield). (1) The reactants are Br[C:2]1[CH:3]=[C:4]([C:9]2[N:10]=[N:11][N:12]([CH:14]([CH3:16])[CH3:15])[CH:13]=2)[C:5]([NH2:8])=[N:6][CH:7]=1.[CH3:17][O:18][C:19]1[CH:20]=[C:21](B(O)O)[CH:22]=[CH:23][C:24]=1[C:25]([O:27]C)=[O:26].O.C([O-])([O-])=O.[Cs+].[Cs+]. The catalyst is O1CCOCC1.CCOC(C)=O.C1C=CC([P]([Pd]([P](C2C=CC=CC=2)(C2C=CC=CC=2)C2C=CC=CC=2)([P](C2C=CC=CC=2)(C2C=CC=CC=2)C2C=CC=CC=2)[P](C2C=CC=CC=2)(C2C=CC=CC=2)C2C=CC=CC=2)(C2C=CC=CC=2)C2C=CC=CC=2)=CC=1. The product is [NH2:8][C:5]1[N:6]=[CH:7][C:2]([C:21]2[CH:22]=[CH:23][C:24]([C:25]([OH:27])=[O:26])=[C:19]([O:18][CH3:17])[CH:20]=2)=[CH:3][C:4]=1[C:9]1[N:10]=[N:11][N:12]([CH:14]([CH3:16])[CH3:15])[CH:13]=1. The yield is 0.693. (2) The reactants are [Cl:1][C:2]1[CH:3]=[C:4]([C:8]2[N:12]=[C:11]([CH:13]([N:15]([CH:20]3[CH2:22][CH2:21]3)[C:16]([NH:18][CH3:19])=[S:17])[CH3:14])[O:10][N:9]=2)[CH:5]=[CH:6][CH:7]=1.I[CH2:24][CH3:25]. The catalyst is CO. The product is [Cl:1][C:2]1[CH:3]=[C:4]([C:8]2[N:12]=[C:11]([CH:13]([N:15]([CH:20]3[CH2:21][CH2:22]3)[C:16](=[N:18][CH3:19])[S:17][CH2:24][CH3:25])[CH3:14])[O:10][N:9]=2)[CH:5]=[CH:6][CH:7]=1. The yield is 0.960. (3) The reactants are Cl[C:2]1[CH:3]=[C:4]([C:8]([Cl:11])=[CH:9][N:10]=1)[C:5]([OH:7])=[O:6].[NH:12]1[CH2:17][CH2:16][O:15][CH2:14][CH2:13]1. The catalyst is CN(C)C(=O)C. The product is [Cl:11][C:8]1[C:4]([C:5]([OH:7])=[O:6])=[CH:3][C:2]([N:12]2[CH2:17][CH2:16][O:15][CH2:14][CH2:13]2)=[N:10][CH:9]=1. The yield is 0.340. (4) The reactants are [NH:1]1[C:9]2[C:4](=[CH:5][CH:6]=[CH:7][CH:8]=2)[C:3]([N:10]([C:19]([O:21]CC(Cl)(Cl)Cl)=O)C(OCC(Cl)(Cl)Cl)=O)=[N:2]1.[C:27]1([C:33]2[N:37]=[C:36]([N:38]3[CH2:43][CH2:42][NH:41][CH2:40][CH2:39]3)[S:35][N:34]=2)[CH:32]=[CH:31][CH:30]=[CH:29][CH:28]=1.C(N(C(C)C)CC)(C)C.O. The catalyst is CS(C)=O. The product is [NH:1]1[C:9]2[C:4](=[CH:5][CH:6]=[CH:7][CH:8]=2)[C:3]([NH:10][C:19]([N:41]2[CH2:42][CH2:43][N:38]([C:36]3[S:35][N:34]=[C:33]([C:27]4[CH:32]=[CH:31][CH:30]=[CH:29][CH:28]=4)[N:37]=3)[CH2:39][CH2:40]2)=[O:21])=[N:2]1. The yield is 0.122. (5) The reactants are [CH3:1][O:2][C:3]([C:5]1[CH2:9][CH2:8][CH2:7][C:6]=1OS(C(F)(F)F)(=O)=O)=[O:4].[CH2:18]([Sn](CCCC)(CCCC)C=C)[CH2:19]CC.C1(P(C2C=CC=CC=2)C2C=CC=CC=2)C=CC=CC=1. The catalyst is C1COCC1.C([O-])(=O)C.[Pd+2].C([O-])(=O)C. The product is [CH3:1][O:2][C:3]([C:5]1[CH2:9][CH2:8][CH2:7][C:6]=1[CH:18]=[CH2:19])=[O:4]. The yield is 0.590.